From a dataset of Catalyst prediction with 721,799 reactions and 888 catalyst types from USPTO. Predict which catalyst facilitates the given reaction. (1) Reactant: [C@@H:1]1([N:9]2[CH:17]=[C:15]([CH3:16])[C:13](=[O:14])[NH:12][C:10]2=[O:11])[O:8][C@H:5]([CH2:6][OH:7])[C@@H:3]([OH:4])[CH2:2]1.[CH3:18][C:19]([Si:22](Cl)([CH3:24])[CH3:23])([CH3:21])[CH3:20]. Product: [Si:22]([C@@:3]1([OH:4])[C@@H:5]([CH2:6][O:7][Si:22]([C:19]([CH3:21])([CH3:20])[CH3:18])([CH3:24])[CH3:23])[O:8][C@@H:1]([N:9]2[CH:17]=[C:15]([CH3:16])[C:13](=[O:14])[NH:12][C:10]2=[O:11])[CH2:2]1)([C:19]([CH3:21])([CH3:20])[CH3:18])([CH3:24])[CH3:23]. The catalyst class is: 18. (2) Reactant: Cl.[C:2]([CH:4]1[CH2:9][CH2:8][CH2:7][CH2:6][NH:5]1)#[CH:3].[OH-].[Na+].[CH3:12][C:13]1[S:14][C:15]([C:21]2[CH:26]=[CH:25][CH:24]=[CH:23][CH:22]=2)=[C:16]([C:18](Cl)=[O:19])[N:17]=1. Product: [C:2]([CH:4]1[CH2:9][CH2:8][CH2:7][CH2:6][N:5]1[C:18]([C:16]1[N:17]=[C:13]([CH3:12])[S:14][C:15]=1[C:21]1[CH:22]=[CH:23][CH:24]=[CH:25][CH:26]=1)=[O:19])#[CH:3]. The catalyst class is: 260. (3) The catalyst class is: 18. Reactant: CCN(C(C)C)C(C)C.[CH2:10]([O:17][N:18]1[C:24](=[O:25])[N:23]2[CH2:26][C@H:19]1[CH2:20][CH2:21][C@H:22]2[C:27]([OH:29])=O)[C:11]1[CH:16]=[CH:15][CH:14]=[CH:13][CH:12]=1.[NH:30]([C:32]([N:34]1[CH2:39][CH2:38][N:37]([C:40]([O:42][C:43]([CH3:46])([CH3:45])[CH3:44])=[O:41])[CH2:36][CH2:35]1)=[O:33])[NH2:31].CN(C(ON1N=NC2C=CC=NC1=2)=[N+](C)C)C.F[P-](F)(F)(F)(F)F. Product: [CH2:10]([O:17][N:18]1[C:24](=[O:25])[N:23]2[CH2:26][C@H:19]1[CH2:20][CH2:21][C@H:22]2[C:27]([NH:31][NH:30][C:32]([N:34]1[CH2:35][CH2:36][N:37]([C:40]([O:42][C:43]([CH3:46])([CH3:45])[CH3:44])=[O:41])[CH2:38][CH2:39]1)=[O:33])=[O:29])[C:11]1[CH:12]=[CH:13][CH:14]=[CH:15][CH:16]=1. (4) Reactant: [C:1](/[C:4](=[CH:12]/[CH3:13])/[CH2:5][CH2:6][C:7]([O:9][CH2:10][CH3:11])=[O:8])(=[O:3])[CH3:2].[Si:14](OS(C(F)(F)F)(=O)=O)([CH2:19][CH3:20])([CH2:17][CH3:18])[CH2:15][CH3:16].CCN(CC)CC. Product: [CH2:15]([Si:14]([CH2:19][CH3:20])([CH2:17][CH3:18])[O:3][C:1](/[C:4](=[CH:12]/[CH3:13])/[CH2:5][CH2:6][C:7]([O:9][CH2:10][CH3:11])=[O:8])=[CH2:2])[CH3:16]. The catalyst class is: 1. (5) Reactant: [CH3:1][C@H:2]([C:9]([OH:11])=[O:10])[CH2:3][C@H:4]([C:6]([OH:8])=[O:7])[NH2:5].[Na].[S].C(NC(C(OCC)=O)C(OCC)=O)(=O)C.C(OC)(=O)C(C)=C. Product: [CH3:1][C@@H:2]([C:9]([OH:11])=[O:10])[CH2:3][C@@H:4]([C:6]([OH:8])=[O:7])[NH2:5]. The catalyst class is: 40. (6) Reactant: [N:1]1[CH:6]=[CH:5][CH:4]=[CH:3][C:2]=1[C:7](=[O:9])[CH3:8].[BH4-].[Na+]. Product: [N:1]1[CH:6]=[CH:5][CH:4]=[CH:3][C:2]=1[CH:7]([OH:9])[CH3:8]. The catalyst class is: 5.